From a dataset of Peptide-MHC class I binding affinity with 185,985 pairs from IEDB/IMGT. Regression. Given a peptide amino acid sequence and an MHC pseudo amino acid sequence, predict their binding affinity value. This is MHC class I binding data. (1) The peptide sequence is TSLAIKNYY. The MHC is HLA-A33:01 with pseudo-sequence HLA-A33:01. The binding affinity (normalized) is 0.0493. (2) The peptide sequence is TLFYCDERDA. The MHC is HLA-A68:02 with pseudo-sequence HLA-A68:02. The binding affinity (normalized) is 0.214. (3) The peptide sequence is RVYAELAAL. The MHC is HLA-B40:01 with pseudo-sequence HLA-B40:01. The binding affinity (normalized) is 0.0847.